This data is from Full USPTO retrosynthesis dataset with 1.9M reactions from patents (1976-2016). The task is: Predict the reactants needed to synthesize the given product. (1) The reactants are: [O:1]1[CH2:6][CH2:5][N:4]([C:7]2[C:8]3[N:9]([CH:13]=[C:14]([CH2:16][OH:17])[N:15]=3)[CH:10]=[CH:11][N:12]=2)[CH2:3][CH2:2]1.CC1(C)C(C)(C)OB([C:26]2[CH:27]=[CH:28][C:29]([N:32]3[CH2:37][CH2:36][N:35]([C:38]([O:40][C:41]([CH3:44])([CH3:43])[CH3:42])=[O:39])[CH2:34][CH2:33]3)=[N:30][CH:31]=2)O1. Given the product [OH:17][CH2:16][C:14]1[N:15]=[C:8]2[C:7]([N:4]3[CH2:3][CH2:2][O:1][CH2:6][CH2:5]3)=[N:12][CH:11]=[C:10]([C:26]3[CH:27]=[CH:28][C:29]([N:32]4[CH2:37][CH2:36][N:35]([C:38]([O:40][C:41]([CH3:44])([CH3:43])[CH3:42])=[O:39])[CH2:34][CH2:33]4)=[N:30][CH:31]=3)[N:9]2[CH:13]=1, predict the reactants needed to synthesize it. (2) The reactants are: [CH2:1]([O:3][C:4]([C:6]1[NH:15][C:9]2=[N:10][C:11]([Br:14])=[CH:12][CH:13]=[C:8]2[CH:7]=1)=[O:5])[CH3:2].[C:16]([O:20][C:21]([N:23]1[CH2:27][C@H:26]([CH3:28])OS1(=O)=O)=[O:22])([CH3:19])([CH3:18])[CH3:17]. Given the product [CH2:1]([O:3][C:4]([C:6]1[N:15]([C@H:26]([CH3:28])[CH2:27][NH:23][C:21]([O:20][C:16]([CH3:19])([CH3:18])[CH3:17])=[O:22])[C:9]2=[N:10][C:11]([Br:14])=[CH:12][CH:13]=[C:8]2[CH:7]=1)=[O:5])[CH3:2], predict the reactants needed to synthesize it. (3) Given the product [C:1]([O:5][C:6]([NH:7][CH2:8][CH2:9][N:10]1[C:14](=[O:15])[C:13](=[CH:18][C:20]2[O:24][C:23]([C:25]3[CH:33]=[CH:32][C:28]([C:29]([OH:31])=[O:30])=[CH:27][CH:26]=3)=[CH:22][CH:21]=2)[S:12][C:11]1=[S:16])=[O:17])([CH3:4])([CH3:2])[CH3:3], predict the reactants needed to synthesize it. The reactants are: [C:1]([O:5][C:6](=[O:17])[NH:7][CH2:8][CH2:9][N:10]1[C:14](=[O:15])[CH2:13][S:12][C:11]1=[S:16])([CH3:4])([CH3:3])[CH3:2].[CH:18]([C:20]1[O:24][C:23]([C:25]2[CH:33]=[CH:32][C:28]([C:29]([OH:31])=[O:30])=[CH:27][CH:26]=2)=[CH:22][CH:21]=1)=O. (4) Given the product [NH:2]([C:5]1[N:10]=[CH:9][N:8]=[C:7]([N:11]2[CH2:14][CH:13]([OH:15])[CH2:12]2)[CH:6]=1)[NH2:3], predict the reactants needed to synthesize it. The reactants are: O.[NH2:2][NH2:3].Cl[C:5]1[N:10]=[CH:9][N:8]=[C:7]([N:11]2[CH2:14][CH:13]([OH:15])[CH2:12]2)[CH:6]=1.